Task: Predict the reactants needed to synthesize the given product.. Dataset: Full USPTO retrosynthesis dataset with 1.9M reactions from patents (1976-2016) The reactants are: [NH2:1][C:2]1[N:10]=[C:9]([O:11][CH2:12][CH2:13][CH2:14][CH3:15])[N:8]=[C:7]2[C:3]=1[NH:4][C:5](=[O:47])[N:6]2[CH2:16][C:17]1[CH:46]=[CH:45][C:20]([O:21][CH2:22][CH2:23][CH2:24][N:25]([CH2:34][CH2:35][N:36]([C:38](OC(C)(C)C)=O)[CH3:37])[CH2:26][C:27]([O:29][C:30](C)(C)C)=[O:28])=[CH:19][CH:18]=1.Cl.C=O.C([BH3-])#N.[Na+].[OH-].[Na+]. Given the product [NH2:1][C:2]1[N:10]=[C:9]([O:11][CH2:12][CH2:13][CH2:14][CH3:15])[N:8]=[C:7]2[C:3]=1[NH:4][C:5](=[O:47])[N:6]2[CH2:16][C:17]1[CH:46]=[CH:45][C:20]([O:21][CH2:22][CH2:23][CH2:24][N:25]([CH2:34][CH2:35][N:36]([CH3:37])[CH3:38])[CH2:26][C:27]([O:29][CH3:30])=[O:28])=[CH:19][CH:18]=1, predict the reactants needed to synthesize it.